Dataset: Forward reaction prediction with 1.9M reactions from USPTO patents (1976-2016). Task: Predict the product of the given reaction. (1) Given the reactants F[C:2]1[CH:3]=[CH:4][C:5]([N+:9]([O-:11])=[O:10])=[C:6]([CH3:8])[CH:7]=1.[C:12]([O:16][C:17]([N:19]1[CH2:24][CH2:23][NH:22][CH2:21][CH2:20]1)=[O:18])([CH3:15])([CH3:14])[CH3:13].C(=O)([O-])[O-].[K+].[K+], predict the reaction product. The product is: [C:12]([O:16][C:17]([N:19]1[CH2:24][CH2:23][N:22]([C:2]2[CH:3]=[CH:4][C:5]([N+:9]([O-:11])=[O:10])=[C:6]([CH3:8])[CH:7]=2)[CH2:21][CH2:20]1)=[O:18])([CH3:15])([CH3:13])[CH3:14]. (2) Given the reactants [CH3:1][O:2][C:3](=[O:23])[C:4]1[CH:9]=[C:8](B2OC(C)(C)C(C)(C)O2)[CH:7]=[C:6]([N+:19]([O-:21])=[O:20])[C:5]=1[NH2:22].CC1C([N:31]2[C:36]([CH3:37])=[CH:35][C:34](OS(C(F)(F)F)(=O)=O)=[CH:33][C:32]2=O)=NC=CC=1.[C:47](=[O:50])([O-])[O-].[Na+].[Na+], predict the reaction product. The product is: [CH3:1][O:2][C:3](=[O:23])[C:4]1[CH:9]=[C:8]([C:6]2[CH:5]=[C:4]([CH3:9])[CH:3]([CH2:37][C:36]3[CH:35]=[CH:34][CH:33]=[CH:32][N:31]=3)[C:47](=[O:50])[CH:7]=2)[CH:7]=[C:6]([N+:19]([O-:21])=[O:20])[C:5]=1[NH2:22]. (3) Given the reactants [OH:1][CH2:2][C@H:3]([NH:14]C(=O)C)[CH2:4][C:5]1[CH:10]=[CH:9][CH:8]=[C:7]([N+:11]([O-:13])=[O:12])[CH:6]=1.[ClH:18], predict the reaction product. The product is: [ClH:18].[NH2:14][C@H:3]([CH2:4][C:5]1[CH:10]=[CH:9][CH:8]=[C:7]([N+:11]([O-:13])=[O:12])[CH:6]=1)[CH2:2][OH:1]. (4) Given the reactants [NH2:1][C:2]1[S:3][C:4]([C:10]#[N:11])=[C:5]([CH3:9])[C:6]=1[C:7]#[N:8].N(OS(=O)(=O)O)=O.[OH:19][CH2:20][CH2:21][NH:22][C:23]1[N:30]=[C:29]([NH:31][CH2:32][CH2:33][OH:34])[CH:28]=[C:27]([CH3:35])[C:24]=1[C:25]#[N:26].[NH3:36], predict the reaction product. The product is: [C:25]([C:24]1[C:27]([CH3:35])=[C:28]([N:36]=[N:1][C:2]2[S:3][C:4]([C:10]#[N:11])=[C:5]([CH3:9])[C:6]=2[C:7]#[N:8])[C:29]([NH:31][CH2:32][CH2:33][OH:34])=[N:30][C:23]=1[NH:22][CH2:21][CH2:20][OH:19])#[N:26]. (5) Given the reactants [CH3:1][C:2]1([CH3:20])[CH2:7][CH2:6][CH:5]([C:8]2[CH:13]=[CH:12][CH:11]=[CH:10][C:9]=2[N:14]2[CH2:19][CH2:18][NH:17][CH2:16][CH2:15]2)[CH2:4][CH2:3]1.[O:21]1[CH:25]=[CH:24][CH:23]=[C:22]1[CH:26]=O.C(O[BH-](OC(=O)C)OC(=O)C)(=O)C.[Na+].C(=O)([O-])O.[Na+], predict the reaction product. The product is: [CH3:1][C:2]1([CH3:20])[CH2:3][CH2:4][CH:5]([C:8]2[CH:13]=[CH:12][CH:11]=[CH:10][C:9]=2[N:14]2[CH2:19][CH2:18][N:17]([CH2:26][C:22]3[O:21][CH:25]=[CH:24][CH:23]=3)[CH2:16][CH2:15]2)[CH2:6][CH2:7]1.